This data is from Reaction yield outcomes from USPTO patents with 853,638 reactions. The task is: Predict the reaction yield, written as a fraction of the theoretical maximum amount of product (1.0 means a 100% yield; for example, 0.34 means a 34% yield). (1) The reactants are Br[C:2]1[CH:7]=[CH:6][C:5]([C:8](=[O:12])[C:9]#[C:10][CH3:11])=[CH:4][CH:3]=1.Br[C:14]1[CH:21]=[CH:20][C:17]([CH:18]=[O:19])=[CH:16][CH:15]=1.OCC1SC(B(O)O)=CC=1. No catalyst specified. The product is [C:8]([C:5]1[CH:6]=[CH:7][C:2]([C:14]2[CH:21]=[CH:20][C:17]([CH:18]=[O:19])=[CH:16][CH:15]=2)=[CH:3][CH:4]=1)(=[O:12])[C:9]#[C:10][CH3:11]. The yield is 0.580. (2) The reactants are [CH2:1]([OH:8])[C:2]1[CH:7]=[CH:6][CH:5]=[CH:4][CH:3]=1.Cl[C:10]([O:12][C:13]1[CH:18]=[CH:17][CH:16]=[CH:15][CH:14]=1)=[O:11].O.OS(O)(=O)=O. The catalyst is C(Cl)Cl. The product is [C:10](=[O:11])([O:12][C:13]1[CH:18]=[CH:17][CH:16]=[CH:15][CH:14]=1)[O:8][CH2:1][C:2]1[CH:7]=[CH:6][CH:5]=[CH:4][CH:3]=1. The yield is 0.990.